From a dataset of Full USPTO retrosynthesis dataset with 1.9M reactions from patents (1976-2016). Predict the reactants needed to synthesize the given product. (1) The reactants are: O=[C:2]1[CH2:7][CH2:6][N:5]([C:8]([O:10][CH2:11][C:12]2[CH:17]=[CH:16][CH:15]=[CH:14][CH:13]=2)=[O:9])[CH2:4][CH2:3]1.[NH2:18][CH:19]=[C:20]([C:26]#[N:27])[C:21]([O:23][CH2:24][CH3:25])=[O:22].CC1C=CC(S(O)(=O)=O)=CC=1. Given the product [C:19](/[C:20](/[C:21]([O:23][CH2:24][CH3:25])=[O:22])=[CH:26]\[NH:27][C:2]1[CH2:7][CH2:6][N:5]([C:8]([O:10][CH2:11][C:12]2[CH:17]=[CH:16][CH:15]=[CH:14][CH:13]=2)=[O:9])[CH2:4][CH:3]=1)#[N:18], predict the reactants needed to synthesize it. (2) Given the product [O:19]1[C:20]2[N:21]=[C:11]([N:8]3[CH2:9][CH2:10][N:5]([C:3]([O:2][CH3:1])=[O:4])[CH2:6][CH2:7]3)[CH:12]=[CH:13][C:14]=2[CH2:15][NH:16][CH2:17][CH2:18]1, predict the reactants needed to synthesize it. The reactants are: [CH3:1][O:2][C:3]([N:5]1[CH2:10][CH2:9][N:8]([C:11]2[CH:12]=[CH:13][C:14]3[CH2:15][N:16](C(OC(C)(C)C)=O)[CH2:17][CH2:18][O:19][C:20]=3[N:21]=2)[CH2:7][CH2:6]1)=[O:4]. (3) Given the product [CH3:12][O:11][C:10]1[CH:9]=[CH:8][C:5]([CH:6]=[C:21]([N+:18]([O-:20])=[O:19])[CH3:22])=[CH:4][C:3]=1[O:2][CH3:1], predict the reactants needed to synthesize it. The reactants are: [CH3:1][O:2][C:3]1[CH:4]=[C:5]([CH:8]=[CH:9][C:10]=1[O:11][CH3:12])[CH:6]=O.C([O-])(=O)C.[NH4+].[N+:18]([CH2:21][CH3:22])([O-:20])=[O:19]. (4) Given the product [CH2:1]([O:75][CH:32]1[C@@H:33]([O:67][CH2:68][C:69]2[CH:70]=[CH:71][CH:72]=[CH:73][CH:74]=2)[C@H:34]([O:59][CH2:60][C:61]2[CH:66]=[CH:65][CH:64]=[CH:63][CH:62]=2)[C:35]([CH2:47][O:48][CH2:49][C:50]2[CH:51]=[CH:52][C:53]([O:56][CH3:57])=[CH:54][CH:55]=2)([CH2:36][O:37][CH2:38][C:39]2[CH:40]=[CH:41][C:42]([O:45][CH3:46])=[CH:43][CH:44]=2)[O:58][C:31]1([C:9]1[CH:10]=[CH:11][C:12]([Cl:27])=[C:13]([CH2:14][C:15]2[CH:25]=[CH:24][C:18]([O:19][CH:20]3[CH2:23][O:22][CH2:21]3)=[CH:17][CH:16]=2)[CH:26]=1)[OH:83])[C:2]1[CH:89]=[CH:88][CH:87]=[CH:4][CH:3]=1, predict the reactants needed to synthesize it. The reactants are: [CH2:1]([Li])[CH2:2][CH2:3][CH3:4].O=O.Br[C:9]1[CH:10]=[CH:11][C:12]([Cl:27])=[C:13]([CH:26]=1)[CH2:14][C:15]1[CH:25]=[CH:24][C:18]([O:19][CH:20]2[CH2:23][O:22][CH2:21]2)=[CH:17][CH:16]=1.CON(C)[C:31](=[O:83])[C@H:32]([O:75]CC1C=CC=CC=1)[C@@H:33]([O:67][CH2:68][C:69]1[CH:74]=[CH:73][CH:72]=[CH:71][CH:70]=1)[C@H:34]([O:59][CH2:60][C:61]1[CH:66]=[CH:65][CH:64]=[CH:63][CH:62]=1)[C:35]([OH:58])([CH2:47][O:48][CH2:49][C:50]1[CH:55]=[CH:54][C:53]([O:56][CH3:57])=[CH:52][CH:51]=1)[CH2:36][O:37][CH2:38][C:39]1[CH:44]=[CH:43][C:42]([O:45][CH3:46])=[CH:41][CH:40]=1.[Al].O1C[CH2:89][CH2:88][CH2:87]1. (5) Given the product [CH:36]1([C:34]([C:28]2[C:27]([CH3:26])=[C:32]([Cl:33])[CH:31]=[CH:30][N:29]=2)=[CH:2][O:3][CH3:4])[CH2:38][CH2:37]1, predict the reactants needed to synthesize it. The reactants are: [Cl-].[CH3:2][O:3][CH2:4][P+](C1C=CC=CC=1)(C1C=CC=CC=1)C1C=CC=CC=1.[H-].[Na+].[CH3:26][C:27]1[C:28]([C:34]([CH:36]2[CH2:38][CH2:37]2)=O)=[N:29][CH:30]=[CH:31][C:32]=1[Cl:33].